From a dataset of Forward reaction prediction with 1.9M reactions from USPTO patents (1976-2016). Predict the product of the given reaction. Given the reactants [CH3:1][NH:2][C:3](=[O:9])[C@H:4]([CH:6]([CH3:8])[CH3:7])[NH2:5].[Cl:10][C:11]1[CH:12]=[C:13]([NH:18][CH:19]([C:21](O)=[O:22])[CH3:20])[CH:14]=[CH:15][C:16]=1[Cl:17], predict the reaction product. The product is: [CH3:1][NH:2][C:3](=[O:9])[C@H:4]([CH:6]([CH3:8])[CH3:7])[NH:5][C:21](=[O:22])[CH:19]([CH3:20])[NH:18][C:13]1[CH:14]=[CH:15][C:16]([Cl:17])=[C:11]([Cl:10])[CH:12]=1.